Dataset: Forward reaction prediction with 1.9M reactions from USPTO patents (1976-2016). Task: Predict the product of the given reaction. (1) Given the reactants Br.Br[C:3]1[S:7][C:6]([NH2:8])=[N:5][CH:4]=1.[NH:9]1[CH2:14][CH2:13][O:12][CH2:11][CH2:10]1.C([O-])([O-])=O.[Cs+].[Cs+].O, predict the reaction product. The product is: [O:12]1[CH2:13][CH2:14][N:9]([C:3]2[S:7][C:6]([NH2:8])=[N:5][CH:4]=2)[CH2:10][CH2:11]1. (2) Given the reactants C([O:4][C:5]1[C:6]([O:11][CH2:12][C:13]([O:15][CH3:16])=[O:14])=[N:7][CH:8]=[CH:9][CH:10]=1)(=O)C.C(=O)([O-])[O-].[K+].[K+].CO, predict the reaction product. The product is: [OH:4][C:5]1[C:6]([O:11][CH2:12][C:13]([O:15][CH3:16])=[O:14])=[N:7][CH:8]=[CH:9][CH:10]=1. (3) Given the reactants [CH3:1][O-:2].[Na+].[CH3:4][OH:5].[NH2:6][C:7]1O[C:10]([C:12](OC)=O)=[CH:9][CH:8]=1.F[B-](F)(F)F.F[B-](F)(F)F.[CH3:26][N:27]([CH:29]=[C:30](C=[N+](C)C)C=[N+](C)C)[CH3:28].[OH2:39], predict the reaction product. The product is: [CH:1]([C:8]1[CH:9]=[C:10]2[CH:12]=[C:30]([C:29]([N:27]([CH3:28])[CH3:26])=[O:39])[O:5][C:4]2=[N:6][CH:7]=1)=[O:2]. (4) The product is: [OH:11][C@H:12]([C:27]1[CH:32]=[CH:31][C:30]([O:33][CH3:34])=[CH:29][CH:28]=1)[C@H:13]([NH:16][C:17](=[O:26])[O:18][CH2:19][C:20]1[CH:25]=[CH:24][CH:23]=[CH:22][CH:21]=1)[CH2:14][N:35]1[CH2:39][CH2:38][CH2:37][CH2:36]1. Given the reactants C1(C)C=C(C)C=C(C)C=1Cl.[OH:11][C@H:12]([C:27]1[CH:32]=[CH:31][C:30]([O:33][CH3:34])=[CH:29][CH:28]=1)[C@H:13]([NH:16][C:17](=[O:26])[O:18][CH2:19][C:20]1[CH:25]=[CH:24][CH:23]=[CH:22][CH:21]=1)[CH2:14]O.[NH:35]1[CH2:39][CH2:38][CH2:37][CH2:36]1, predict the reaction product. (5) Given the reactants [NH2:1][C:2]1[S:6][C:5]([CH2:7][CH2:8][CH2:9][CH2:10][N:11]2[CH:16]=[CH:15][C:14]([NH:17][C:18](=[O:26])[CH2:19][C:20]3[CH:25]=[CH:24][CH:23]=[CH:22][CH:21]=3)=[N:13][C:12]2=[O:27])=[N:4][N:3]=1.Cl.[N:29]1[CH:34]=[CH:33][CH:32]=[C:31]([CH2:35][C:36](O)=[O:37])[CH:30]=1.C(P1(=O)OP(CCC)(=O)OP(CCC)(=O)O1)CC, predict the reaction product. The product is: [O:27]=[C:12]1[N:13]=[C:14]([NH:17][C:18](=[O:26])[CH2:19][C:20]2[CH:21]=[CH:22][CH:23]=[CH:24][CH:25]=2)[CH:15]=[CH:16][N:11]1[CH2:10][CH2:9][CH2:8][CH2:7][C:5]1[S:6][C:2]([NH:1][C:36](=[O:37])[CH2:35][C:31]2[CH:30]=[N:29][CH:34]=[CH:33][CH:32]=2)=[N:3][N:4]=1. (6) Given the reactants [Si]([O:8][C@@H:9]1[C@@H:13]([C@@H:14]([O:18][C:19]([C:32]2[CH:37]=[CH:36][C:35]([O:38][CH3:39])=[CH:34][CH:33]=2)([C:26]2[CH:31]=[CH:30][CH:29]=[CH:28][CH:27]=2)[C:20]2[CH:25]=[CH:24][CH:23]=[CH:22][CH:21]=2)[CH2:15][CH:16]=[CH2:17])[O:12][C@@H:11]([N:40]2[CH:45]=[CH:44][C:43](=[O:46])[NH:42][C:41]2=[O:47])[C@@H:10]1[O:48][CH3:49])(C(C)(C)C)(C)C, predict the reaction product. The product is: [OH:8][C@@H:9]1[C@@H:13]([C@@H:14]([O:18][C:19]([C:32]2[CH:33]=[CH:34][C:35]([O:38][CH3:39])=[CH:36][CH:37]=2)([C:20]2[CH:25]=[CH:24][CH:23]=[CH:22][CH:21]=2)[C:26]2[CH:31]=[CH:30][CH:29]=[CH:28][CH:27]=2)[CH2:15][CH:16]=[CH2:17])[O:12][C@@H:11]([N:40]2[CH:45]=[CH:44][C:43](=[O:46])[NH:42][C:41]2=[O:47])[C@@H:10]1[O:48][CH3:49].